From a dataset of Full USPTO retrosynthesis dataset with 1.9M reactions from patents (1976-2016). Predict the reactants needed to synthesize the given product. (1) Given the product [F:1][C:2]1[C:7]([F:8])=[C:6]([N+:9]([O-:11])=[O:10])[CH:5]=[CH:4][C:3]=1[CH3:12], predict the reactants needed to synthesize it. The reactants are: [F:1][C:2]1[C:7]([F:8])=[C:6]([N+:9]([O-:11])=[O:10])[CH:5]=[CH:4][C:3]=1[CH2:12]C(O)=O.FC1C(F)=CC=C([N+]([O-])=O)C=1CC(O)=O.C(=O)([O-])[O-].[K+].[K+].FC1C(F)=CC=C([N+]([O-])=O)C=1C. (2) Given the product [CH2:17]([O:18][C:19](=[O:26])[CH2:20][C:21]1[N:14]=[C:12]([C:11]2[CH:10]=[N:9][C:8]([C:3]3[CH:4]=[CH:5][CH:6]=[CH:7][C:2]=3[F:1])=[CH:16][CH:15]=2)[S:13][C:22]=1[CH3:23])[CH3:27], predict the reactants needed to synthesize it. The reactants are: [F:1][C:2]1[CH:7]=[CH:6][CH:5]=[CH:4][C:3]=1[C:8]1[CH:16]=[CH:15][C:11]([C:12]([NH2:14])=[S:13])=[CH:10][N:9]=1.[CH3:17][O:18][C:19](=[O:26])[CH2:20][C:21](=O)[CH:22](Br)[CH3:23].[CH2:27](O)C. (3) Given the product [O:25]=[C:19]1[CH:18]([N:12]2[CH2:11][C:10]3[C:14](=[CH:15][CH:16]=[C:8]([CH2:7][NH:6][C:34]([NH:33][C:30]4[CH:31]=[CH:32][C:27]([F:26])=[CH:28][CH:29]=4)=[O:35])[CH:9]=3)[C:13]2=[O:17])[CH2:23][CH2:22][C:21](=[O:24])[NH:20]1, predict the reactants needed to synthesize it. The reactants are: CS(O)(=O)=O.[NH2:6][CH2:7][C:8]1[CH:9]=[C:10]2[C:14](=[CH:15][CH:16]=1)[C:13](=[O:17])[N:12]([CH:18]1[CH2:23][CH2:22][C:21](=[O:24])[NH:20][C:19]1=[O:25])[CH2:11]2.[F:26][C:27]1[CH:32]=[CH:31][C:30]([N:33]=[C:34]=[O:35])=[CH:29][CH:28]=1.C(N(CC)CC)C.Cl. (4) Given the product [Cl:1][C:2]1[C:7]([NH:8][C:9]2[N:14]=[C:13]([NH:15][CH:16]3[CH2:17][CH2:18]3)[C:12]3=[N:19][CH:20]=[C:21]([C:22]#[N:23])[N:11]3[N:10]=2)=[CH:6][C:5]([C:24]#[N:25])=[CH:4][C:3]=1[N:26]1[CH2:31][CH2:30][N:29]([CH:39]2[CH2:40][O:37][CH2:38]2)[CH:28]([C:32]([N:34]([CH3:36])[CH3:35])=[O:33])[CH2:27]1, predict the reactants needed to synthesize it. The reactants are: [Cl:1][C:2]1[C:7]([NH:8][C:9]2[N:14]=[C:13]([NH:15][CH:16]3[CH2:18][CH2:17]3)[C:12]3=[N:19][CH:20]=[C:21]([C:22]#[N:23])[N:11]3[N:10]=2)=[CH:6][C:5]([C:24]#[N:25])=[CH:4][C:3]=1[N:26]1[CH2:31][CH2:30][NH:29][CH:28]([C:32]([N:34]([CH3:36])[CH3:35])=[O:33])[CH2:27]1.[O:37]1[CH2:40][C:39](=O)[CH2:38]1.C(OC)(OC)OC.C([BH3-])#N.[Na+].O1CCC1=O.